This data is from Catalyst prediction with 721,799 reactions and 888 catalyst types from USPTO. The task is: Predict which catalyst facilitates the given reaction. (1) Product: [Cl:30][C:17]1[C:18]([C:19]2[CH:24]=[CH:23][CH:22]=[CH:21][CH:20]=2)=[N:26][N:1]=[C:2]2[N:6]([CH2:7][C:8]([OH:10])=[O:9])[N:5]=[C:4]([C:11]3[CH:16]=[CH:15][CH:14]=[CH:13][CH:12]=3)[C:3]=12. Reactant: [NH2:1][C:2]1[N:6]([CH2:7][C:8]([O-:10])=[O:9])[N:5]=[C:4]([C:11]2[CH:16]=[CH:15][CH:14]=[CH:13][CH:12]=2)[C:3]=1[C:17]#[C:18][C:19]1[CH:24]=[CH:23][CH:22]=[CH:21][CH:20]=1.[Na+].[N:26]([O-])=O.[Na+].[ClH:30]. The catalyst class is: 280. (2) Reactant: [C@@H:1]1([N:10]2[CH:18]=[N:17][C:16]3[C:11]2=[N:12][C:13](Cl)=[N:14][CH:15]=3)[O:7][C@H:6]([CH2:8][OH:9])[C@@H:4]([OH:5])[C@@H:2]1[OH:3].[N-:20]=[N+:21]=[N-:22].[Li+]. Product: [C@@H:1]1([N:10]2[CH:18]=[N:17][C:16]3[C:11]2=[N:12][CH:13]=[N:14][C:15]=3[N:20]=[N+:21]=[N-:22])[O:7][C@H:6]([CH2:8][OH:9])[C@@H:4]([OH:5])[C@@H:2]1[OH:3]. The catalyst class is: 3. (3) Reactant: [F:1][C:2]1[CH:9]=[CH:8][C:7]([I:10])=[CH:6][C:3]=1[CH:4]=[O:5].[BH4-].[Na+]. Product: [F:1][C:2]1[CH:9]=[CH:8][C:7]([I:10])=[CH:6][C:3]=1[CH2:4][OH:5]. The catalyst class is: 5.